Task: Regression. Given two drug SMILES strings and cell line genomic features, predict the synergy score measuring deviation from expected non-interaction effect.. Dataset: NCI-60 drug combinations with 297,098 pairs across 59 cell lines (1) Drug 1: C1CC(C1)(C(=O)O)C(=O)O.[NH2-].[NH2-].[Pt+2]. Drug 2: COC1=NC(=NC2=C1N=CN2C3C(C(C(O3)CO)O)O)N. Cell line: T-47D. Synergy scores: CSS=-5.51, Synergy_ZIP=0.539, Synergy_Bliss=-3.82, Synergy_Loewe=-22.5, Synergy_HSA=-7.27. (2) Drug 1: CCC1(CC2CC(C3=C(CCN(C2)C1)C4=CC=CC=C4N3)(C5=C(C=C6C(=C5)C78CCN9C7C(C=CC9)(C(C(C8N6C=O)(C(=O)OC)O)OC(=O)C)CC)OC)C(=O)OC)O.OS(=O)(=O)O. Drug 2: C1=CC=C(C=C1)NC(=O)CCCCCCC(=O)NO. Cell line: SNB-75. Synergy scores: CSS=24.2, Synergy_ZIP=-8.67, Synergy_Bliss=-5.37, Synergy_Loewe=-31.6, Synergy_HSA=-2.63. (3) Drug 1: C(=O)(N)NO. Drug 2: C1C(C(OC1N2C=NC3=C2NC=NCC3O)CO)O. Cell line: KM12. Synergy scores: CSS=5.24, Synergy_ZIP=-0.934, Synergy_Bliss=2.80, Synergy_Loewe=1.83, Synergy_HSA=0.879. (4) Synergy scores: CSS=-2.20, Synergy_ZIP=1.33, Synergy_Bliss=2.90, Synergy_Loewe=-2.51, Synergy_HSA=-2.35. Drug 1: C1CC(=O)NC(=O)C1N2C(=O)C3=CC=CC=C3C2=O. Drug 2: CC12CCC3C(C1CCC2OP(=O)(O)O)CCC4=C3C=CC(=C4)OC(=O)N(CCCl)CCCl.[Na+]. Cell line: OVCAR-4.